This data is from NCI-60 drug combinations with 297,098 pairs across 59 cell lines. The task is: Regression. Given two drug SMILES strings and cell line genomic features, predict the synergy score measuring deviation from expected non-interaction effect. (1) Drug 1: CCC1(CC2CC(C3=C(CCN(C2)C1)C4=CC=CC=C4N3)(C5=C(C=C6C(=C5)C78CCN9C7C(C=CC9)(C(C(C8N6C=O)(C(=O)OC)O)OC(=O)C)CC)OC)C(=O)OC)O.OS(=O)(=O)O. Drug 2: C1C(C(OC1N2C=NC(=NC2=O)N)CO)O. Cell line: CCRF-CEM. Synergy scores: CSS=46.7, Synergy_ZIP=-0.719, Synergy_Bliss=-2.45, Synergy_Loewe=-2.07, Synergy_HSA=-1.33. (2) Drug 1: C1=NC2=C(N=C(N=C2N1C3C(C(C(O3)CO)O)F)Cl)N. Drug 2: COCCOC1=C(C=C2C(=C1)C(=NC=N2)NC3=CC=CC(=C3)C#C)OCCOC.Cl. Cell line: COLO 205. Synergy scores: CSS=29.6, Synergy_ZIP=2.70, Synergy_Bliss=1.17, Synergy_Loewe=-10.2, Synergy_HSA=-4.25. (3) Drug 1: C1CC(C1)(C(=O)O)C(=O)O.[NH2-].[NH2-].[Pt+2]. Drug 2: CN1C=C(C=N1)C2=C3N=C(C(=C(N3N=C2)N)Br)C4CCCNC4. Cell line: SK-OV-3. Synergy scores: CSS=64.6, Synergy_ZIP=8.44, Synergy_Bliss=8.35, Synergy_Loewe=-0.611, Synergy_HSA=8.87. (4) Drug 1: C1CCC(CC1)NC(=O)N(CCCl)N=O. Drug 2: CC1CCC2CC(C(=CC=CC=CC(CC(C(=O)C(C(C(=CC(C(=O)CC(OC(=O)C3CCCCN3C(=O)C(=O)C1(O2)O)C(C)CC4CCC(C(C4)OC)OCCO)C)C)O)OC)C)C)C)OC. Cell line: MCF7. Synergy scores: CSS=15.1, Synergy_ZIP=-5.72, Synergy_Bliss=-3.27, Synergy_Loewe=-3.44, Synergy_HSA=-0.654. (5) Drug 1: COC1=NC(=NC2=C1N=CN2C3C(C(C(O3)CO)O)O)N. Drug 2: N.N.Cl[Pt+2]Cl. Cell line: CAKI-1. Synergy scores: CSS=30.7, Synergy_ZIP=-10.2, Synergy_Bliss=-0.419, Synergy_Loewe=-5.70, Synergy_HSA=-0.0868. (6) Drug 1: CS(=O)(=O)OCCCCOS(=O)(=O)C. Drug 2: N.N.Cl[Pt+2]Cl. Cell line: U251. Synergy scores: CSS=49.5, Synergy_ZIP=-1.08, Synergy_Bliss=-1.00, Synergy_Loewe=-11.5, Synergy_HSA=1.13.